Regression. Given a peptide amino acid sequence and an MHC pseudo amino acid sequence, predict their binding affinity value. This is MHC class I binding data. From a dataset of Peptide-MHC class I binding affinity with 185,985 pairs from IEDB/IMGT. (1) The peptide sequence is LVHQVFGTAY. The binding affinity (normalized) is 0.818. The MHC is HLA-B15:01 with pseudo-sequence HLA-B15:01. (2) The peptide sequence is IPKSYAGPF. The MHC is HLA-B07:02 with pseudo-sequence HLA-B07:02. The binding affinity (normalized) is 0.804. (3) The peptide sequence is ITDQTVNICI. The MHC is HLA-A02:02 with pseudo-sequence HLA-A02:02. The binding affinity (normalized) is 0. (4) The peptide sequence is GEYNHVVAA. The MHC is HLA-B45:01 with pseudo-sequence HLA-B45:01. The binding affinity (normalized) is 0.905.